The task is: Predict the product of the given reaction.. This data is from Forward reaction prediction with 1.9M reactions from USPTO patents (1976-2016). (1) Given the reactants [CH3:1][O:2][C:3]1[C:8]([NH2:9])=[C:7]([O:10][CH3:11])[N:6]=[C:5]([NH:12][CH2:13][CH2:14][CH2:15][N:16]2[CH2:21][CH2:20][O:19][CH2:18][CH2:17]2)[N:4]=1.C[Al](C)C.[C:26]([C:30]1[CH:31]=[C:32]([CH:44]=[CH:45][CH:46]=1)[O:33][C:34]1[O:35][CH:36]=[C:37]([C:39](OCC)=[O:40])[N:38]=1)([CH3:29])([CH3:28])[CH3:27], predict the reaction product. The product is: [C:26]([C:30]1[CH:31]=[C:32]([CH:44]=[CH:45][CH:46]=1)[O:33][C:34]1[O:35][CH:36]=[C:37]([C:39]([NH:9][C:8]2[C:7]([O:10][CH3:11])=[N:6][C:5]([NH:12][CH2:13][CH2:14][CH2:15][N:16]3[CH2:21][CH2:20][O:19][CH2:18][CH2:17]3)=[N:4][C:3]=2[O:2][CH3:1])=[O:40])[N:38]=1)([CH3:29])([CH3:27])[CH3:28]. (2) The product is: [CH3:30][C:27]1[CH:28]=[CH:29][N:16]2[C:17]=1[C:18](=[O:26])[N:19]([C:20]1[CH:25]=[CH:24][CH:23]=[CH:22][CH:21]=1)[C:14]([C@@H:12]([NH:11][C:9]1[C:10]3[C:2]([C:49]4[CH:48]=[CH:47][CH:46]=[C:45]([C:42]5[O:41][C:40]([CH3:39])=[N:44][N:43]=5)[CH:50]=4)=[CH:3][N:4]([CH2:31][O:32][CH2:33][CH2:34][Si:35]([CH3:36])([CH3:38])[CH3:37])[C:5]=3[N:6]=[CH:7][N:8]=1)[CH3:13])=[N:15]2. Given the reactants Br[C:2]1[C:10]2[C:9]([NH:11][C@H:12]([C:14]3[N:19]([C:20]4[CH:25]=[CH:24][CH:23]=[CH:22][CH:21]=4)[C:18](=[O:26])[C:17]4=[C:27]([CH3:30])[CH:28]=[CH:29][N:16]4[N:15]=3)[CH3:13])=[N:8][CH:7]=[N:6][C:5]=2[N:4]([CH2:31][O:32][CH2:33][CH2:34][Si:35]([CH3:38])([CH3:37])[CH3:36])[CH:3]=1.[CH3:39][C:40]1[O:41][C:42]([C:45]2[CH:50]=[CH:49][CH:48]=[C:47](B3OC(C)(C)C(C)(C)O3)[CH:46]=2)=[N:43][N:44]=1.C(=O)([O-])[O-].[Na+].[Na+], predict the reaction product. (3) Given the reactants C([O:3][C:4](=[O:25])[CH2:5][CH:6]([NH:17][C:18]([O:20][C:21]([CH3:24])([CH3:23])[CH3:22])=[O:19])[CH2:7][C:8]1[CH:13]=[C:12]([F:14])[C:11]([F:15])=[CH:10][C:9]=1[F:16])C.[OH-].[Na+], predict the reaction product. The product is: [C:21]([O:20][C:18]([NH:17][C@H:6]([CH2:7][C:8]1[CH:13]=[C:12]([F:14])[C:11]([F:15])=[CH:10][C:9]=1[F:16])[CH2:5][C:4]([OH:25])=[O:3])=[O:19])([CH3:24])([CH3:22])[CH3:23]. (4) Given the reactants [F:1][C:2]1[CH:7]=[CH:6][C:5]([F:8])=[CH:4][C:3]=1[C@H:9]1[CH2:13][CH2:12][CH2:11][N:10]1[C:14]1[CH:19]=[CH:18][N:17]2[N:20]=[CH:21][C:22]([NH2:23])=[C:16]2[N:15]=1.Cl[C:25](=[O:30])[C:26](OC)=[O:27].C[CH2:32][N:33](C(C)C)[CH:34](C)C.CNC, predict the reaction product. The product is: [F:1][C:2]1[CH:7]=[CH:6][C:5]([F:8])=[CH:4][C:3]=1[C@H:9]1[CH2:13][CH2:12][CH2:11][N:10]1[C:14]1[CH:19]=[CH:18][N:17]2[N:20]=[CH:21][C:22]([NH:23][C:25](=[O:30])[C:26]([N:33]([CH3:34])[CH3:32])=[O:27])=[C:16]2[N:15]=1. (5) Given the reactants [C:1]([OH:9])(=[O:8])[CH:2]([CH2:4][C:5]([OH:7])=[O:6])[OH:3].[CH3:10][CH:11]([CH2:14][CH3:15])[CH2:12]O, predict the reaction product. The product is: [CH3:10][CH:11]([CH2:14][CH3:15])[CH2:12][O:8][C:1](=[O:9])[CH:2]([CH2:4][C:5]([O:7][CH2:10][CH:11]([CH3:12])[CH2:14][CH3:15])=[O:6])[OH:3].